Dataset: Reaction yield outcomes from USPTO patents with 853,638 reactions. Task: Predict the reaction yield, written as a fraction of the theoretical maximum amount of product (1.0 means a 100% yield; for example, 0.34 means a 34% yield). (1) The reactants are [Br:1][C:2]1[CH:7]=[CH:6][CH:5]=[C:4]([Br:8])[CH:3]=1.C([N-]C(C)C)(C)C.[Li+].[I:17]I. The catalyst is O1CCCC1. The product is [Br:1][C:2]1[CH:7]=[CH:6][CH:5]=[C:4]([Br:8])[C:3]=1[I:17]. The yield is 0.840. (2) The reactants are [NH2:1][C:2]1[O:3][CH2:4][C@:5]2([C:19]3[C:14](=[N:15][CH:16]=[C:17](Br)[CH:18]=3)[O:13][C:12]3[C:7]2=[CH:8][C:9]([OH:21])=[CH:10][CH:11]=3)[N:6]=1.B(O)(O)[C:23]1[CH:24]=[CH:25][C:26]([CH3:29])=[CH:27][CH:28]=1.C(=O)([O-])[O-].[K+].[K+]. The catalyst is C1C=CC([P]([Pd]([P](C2C=CC=CC=2)(C2C=CC=CC=2)C2C=CC=CC=2)([P](C2C=CC=CC=2)(C2C=CC=CC=2)C2C=CC=CC=2)[P](C2C=CC=CC=2)(C2C=CC=CC=2)C2C=CC=CC=2)(C2C=CC=CC=2)C2C=CC=CC=2)=CC=1. The product is [NH2:1][C:2]1[O:3][CH2:4][C@:5]2([C:19]3[C:14](=[N:15][CH:16]=[C:17]([C:23]4[CH:28]=[CH:27][C:26]([CH3:29])=[CH:25][CH:24]=4)[CH:18]=3)[O:13][C:12]3[C:7]2=[CH:8][C:9]([OH:21])=[CH:10][CH:11]=3)[N:6]=1. The yield is 0.890.